Predict the reaction yield, written as a fraction of the theoretical maximum amount of product (1.0 means a 100% yield; for example, 0.34 means a 34% yield). From a dataset of Reaction yield outcomes from USPTO patents with 853,638 reactions. (1) The reactants are Br[C:2]1[CH:7]=[CH:6][C:5]([S:8]([NH:11][CH:12]2[CH2:14][CH2:13]2)(=[O:10])=[O:9])=[CH:4][CH:3]=1.[NH2:15][C:16]1[N:21]=[CH:20][C:19](B(O)O)=[CH:18][C:17]=1[C:25]1[CH:30]=[CH:29][C:28]([C:31](=[O:33])[NH2:32])=[CH:27][CH:26]=1. No catalyst specified. The product is [NH2:15][C:16]1[C:17]([C:25]2[CH:30]=[CH:29][C:28]([C:31]([NH2:32])=[O:33])=[CH:27][CH:26]=2)=[CH:18][C:19]([C:2]2[CH:7]=[CH:6][C:5]([S:8](=[O:10])(=[O:9])[NH:11][CH:12]3[CH2:14][CH2:13]3)=[CH:4][CH:3]=2)=[CH:20][N:21]=1. The yield is 0.410. (2) The product is [Br:27][CH2:26][C:23]1[CH:22]=[CH:21][CH:20]=[CH:25][C:24]=1[CH2:29][S:13][C:7]1[C:6]2[C:11](=[CH:12][C:3]([C:2]([F:1])([F:14])[F:15])=[CH:4][CH:5]=2)[N:10]=[CH:9][CH:8]=1. The reactants are [F:1][C:2]([F:15])([F:14])[C:3]1[CH:12]=[C:11]2[C:6]([C:7]([SH:13])=[CH:8][CH:9]=[N:10]2)=[CH:5][CH:4]=1.[H-].[Na+].BrC[C:20]1[CH:25]=[CH:24][C:23]([CH2:26][Br:27])=[CH:22][CH:21]=1.O.[CH3:29]N(C=O)C. No catalyst specified. The yield is 0.120. (3) The reactants are [F:1][C:2]1[CH:16]=[CH:15][C:5]([O:6][C:7]2[CH:14]=[CH:13][C:10]([CH:11]=[O:12])=[CH:9][CH:8]=2)=[CH:4][CH:3]=1.[BH4-].[Na+]. The catalyst is CO. The product is [F:1][C:2]1[CH:16]=[CH:15][C:5]([O:6][C:7]2[CH:14]=[CH:13][C:10]([CH2:11][OH:12])=[CH:9][CH:8]=2)=[CH:4][CH:3]=1. The yield is 0.659.